The task is: Predict which catalyst facilitates the given reaction.. This data is from Catalyst prediction with 721,799 reactions and 888 catalyst types from USPTO. (1) Reactant: [F:1][C:2]1[CH:7]=[CH:6][CH:5]=[CH:4][C:3]=1[C:8]1[NH:9][CH:10]=[C:11]2[C:17](=[O:18])[CH2:16][CH2:15][CH2:14][CH2:13][C:12]=12.[H-].[Na+].[Cl:21][C:22]1[CH:23]=[C:24]([S:28](Cl)(=[O:30])=[O:29])[CH:25]=[CH:26][CH:27]=1.O. Product: [Cl:21][C:22]1[CH:23]=[C:24]([S:28]([N:9]2[CH:10]=[C:11]3[C:17](=[O:18])[CH2:16][CH2:15][CH2:14][CH2:13][C:12]3=[C:8]2[C:3]2[CH:4]=[CH:5][CH:6]=[CH:7][C:2]=2[F:1])(=[O:30])=[O:29])[CH:25]=[CH:26][CH:27]=1. The catalyst class is: 9. (2) Reactant: [CH2:1]([C:8]1[N:9]=[C:10]([C:31]([O-])=[O:32])[S:11][C:12]=1[C:13]1[C:22]2[C:17](=[CH:18][CH:19]=[CH:20][CH:21]=2)[C:16]([S:23](=[O:30])(=[O:29])[NH:24][C:25]([CH3:28])([CH3:27])[CH3:26])=[CH:15][CH:14]=1)[C:2]1[CH:7]=[CH:6][CH:5]=[CH:4][CH:3]=1.[K+].CCN(C(C)C)C(C)C.CN(C(ON1N=[N:59][C:54]2[CH:55]=[CH:56]C=N[C:53]1=2)=[N+](C)C)C.F[P-](F)(F)(F)(F)F. Product: [CH2:1]([C:8]1[N:9]=[C:10]([C:31]([NH:59][CH:54]2[CH2:53][CH2:16][S:23](=[O:30])(=[O:29])[CH2:56][CH2:55]2)=[O:32])[S:11][C:12]=1[C:13]1[C:22]2[C:17](=[CH:18][CH:19]=[CH:20][CH:21]=2)[C:16]([S:23](=[O:29])(=[O:30])[NH:24][C:25]([CH3:26])([CH3:28])[CH3:27])=[CH:15][CH:14]=1)[C:2]1[CH:7]=[CH:6][CH:5]=[CH:4][CH:3]=1. The catalyst class is: 18. (3) Reactant: C[O:2][C:3]([C:5]1[CH:6]=[C:7]([C:18]2[CH:23]=[CH:22][C:21]([CH3:24])=[CH:20][CH:19]=2)[CH:8]=[C:9]([C:11](=[O:17])[NH:12][C@@H:13]([CH3:16])[CH2:14][OH:15])[CH:10]=1)=[O:4].[OH-].[Li+].C1COCC1.Cl. Product: [OH:15][CH2:14][C@@H:13]([NH:12][C:11]([C:9]1[CH:10]=[C:5]([C:3]([OH:4])=[O:2])[CH:6]=[C:7]([C:18]2[CH:23]=[CH:22][C:21]([CH3:24])=[CH:20][CH:19]=2)[CH:8]=1)=[O:17])[CH3:16]. The catalyst class is: 6. (4) Reactant: [CH3:1][O:2][C:3]1[C:11]([O:12][CH3:13])=[CH:10][C:9]2[C:5](=[C:6]([C:22](=[O:24])[CH3:23])[N:7](COCC[Si](C)(C)C)[N:8]=2)[CH:4]=1.CCCC[N+](CCCC)(CCCC)CCCC.[F-]. Product: [CH3:1][O:2][C:3]1[CH:4]=[C:5]2[C:9](=[CH:10][C:11]=1[O:12][CH3:13])[NH:8][N:7]=[C:6]2[C:22](=[O:24])[CH3:23]. The catalyst class is: 49. (5) Reactant: [C:1]1(=[O:8])[O:7][C:5](=[O:6])[CH2:4][CH2:3][CH2:2]1.[Br:9][C:10]1[C:24]([F:25])=[CH:23][C:13]2[O:14][C:15]3[CH:22]=[CH:21][CH:20]=[CH:19][C:16]=3[CH:17]=[N:18][C:12]=2[CH:11]=1.CCOCC. Product: [Br:9][C:10]1[C:24]([F:25])=[CH:23][C:13]2[O:14][C:15]3[CH:22]=[CH:21][CH:20]=[CH:19][C:16]=3[C@H:17]3[C@H:2]([C:1]([OH:7])=[O:8])[CH2:3][CH2:4][C:5](=[O:6])[N:18]3[C:12]=2[CH:11]=1. The catalyst class is: 113.